From a dataset of Forward reaction prediction with 1.9M reactions from USPTO patents (1976-2016). Predict the product of the given reaction. (1) The product is: [CH3:12][C:13]1[CH:19]=[CH:18][CH:17]=[CH:16][C:14]=1[N:15]1[CH:4]=[CH:5][CH:6]=[C:7]([C:8]([O:10][CH3:11])=[O:9])[C:2]1=[O:3]. Given the reactants O=[C:2]1[C:7]([C:8]([O:10][CH3:11])=[O:9])=[CH:6][CH:5]=[CH:4][O:3]1.[CH3:12][C:13]1[CH:19]=[CH:18][CH:17]=[CH:16][C:14]=1[NH2:15].Cl.C(N=C=NCCCN(C)C)C.Cl, predict the reaction product. (2) Given the reactants [Br:1][C:2]1[CH:3]=[C:4]2[C:9](=[C:10]3[CH:15]=[CH:14][CH:13]=[CH:12][C:11]=13)[NH:8][CH2:7][N:6]([C@H:16]1[CH2:21][CH2:20][O:19][CH2:18][C@@H:17]1[O:22][Si](C(C)(C)C)(C)C)[C:5]2=[O:30].Cl.[C:32]([O-])(O)=O.[Na+], predict the reaction product. The product is: [Br:1][C:2]1[CH:3]=[C:4]2[C:9](=[C:10]3[CH:15]=[CH:14][CH:13]=[CH:12][C:11]=13)[N:8]([CH3:32])[CH2:7][N:6]([C@@H:16]1[C@@H:17]([OH:22])[CH2:18][O:19][CH2:20][CH2:21]1)[C:5]2=[O:30].